Task: Predict the reactants needed to synthesize the given product.. Dataset: Full USPTO retrosynthesis dataset with 1.9M reactions from patents (1976-2016) Given the product [Cl:1][C:2]1[N:10]=[C:9]2[C:5]([N:6]=[C:7]([CH2:17][N:18]3[CH2:19][CH2:20][N:21]([S:24]([CH3:27])(=[O:25])=[O:26])[CH2:22][CH2:23]3)[NH:8]2)=[C:4]([N:28]2[CH2:29][CH2:30][O:31][CH2:32][CH2:33]2)[N:3]=1, predict the reactants needed to synthesize it. The reactants are: [Cl:1][C:2]1[N:10]=[C:9]2[C:5]([N:6]=[C:7]([CH2:17][N:18]3[CH2:23][CH2:22][N:21]([S:24]([CH3:27])(=[O:26])=[O:25])[CH2:20][CH2:19]3)[N:8]2C2CCCCO2)=[C:4]([N:28]2[CH2:33][CH2:32][O:31][CH2:30][CH2:29]2)[N:3]=1.C1(C)C=CC(S(O)(=O)=O)=CC=1.